Dataset: Peptide-MHC class II binding affinity with 134,281 pairs from IEDB. Task: Regression. Given a peptide amino acid sequence and an MHC pseudo amino acid sequence, predict their binding affinity value. This is MHC class II binding data. The peptide sequence is AAATAGTTVYGAFAA. The binding affinity (normalized) is 0.160. The MHC is HLA-DPA10201-DPB10101 with pseudo-sequence HLA-DPA10201-DPB10101.